From a dataset of Full USPTO retrosynthesis dataset with 1.9M reactions from patents (1976-2016). Predict the reactants needed to synthesize the given product. (1) Given the product [C:55]([C:52]1[CH:53]=[CH:54][C:49](/[C:41](/[C:36]2[CH:35]=[CH:34][C:33]([C:1]3[CH:6]=[CH:5][CH:4]=[CH:3][CH:2]=3)=[C:38]([O:39][CH3:40])[N:37]=2)=[CH:42]\[C@@H:43]2[NH:47][C:46](=[O:48])[CH2:45][CH2:44]2)=[CH:50][CH:51]=1)([CH3:58])([CH3:57])[CH3:56], predict the reactants needed to synthesize it. The reactants are: [C:1]1(B(O)O)[CH:6]=[CH:5][CH:4]=[CH:3][CH:2]=1.O1C=CC=C1P(C1OC=CC=1)C1OC=CC=1.C(=O)([O-])[O-].[Cs+].[Cs+].Br[C:33]1[CH:34]=[CH:35][C:36](/[C:41](/[C:49]2[CH:54]=[CH:53][C:52]([C:55]([CH3:58])([CH3:57])[CH3:56])=[CH:51][CH:50]=2)=[CH:42]/[C@@H:43]2[NH:47][C:46](=[O:48])[CH2:45][CH2:44]2)=[N:37][C:38]=1[O:39][CH3:40]. (2) Given the product [NH2:20][C:21]1[CH:28]=[C:27]([O:19][CH:13]2[CH:14]3[CH2:17][CH2:18][N:11]([CH2:16][CH2:15]3)[CH2:12]2)[C:24]([C:25]#[N:26])=[CH:23][N:22]=1, predict the reactants needed to synthesize it. The reactants are: C[Si]([N-][Si](C)(C)C)(C)C.[K+].[N:11]12[CH2:18][CH2:17][CH:14]([CH2:15][CH2:16]1)[CH:13]([OH:19])[CH2:12]2.[NH2:20][C:21]1[CH:28]=[C:27](F)[C:24]([C:25]#[N:26])=[CH:23][N:22]=1. (3) Given the product [CH2:14]1[C:15]2[CH:22]=[CH:21][C:20]([C:23]([O:25][CH3:26])=[O:24])=[CH:19][C:16]=2[CH2:17][CH2:18][NH:12][CH2:13]1, predict the reactants needed to synthesize it. The reactants are: S(Cl)(Cl)=O.C(OC([N:12]1[CH2:18][CH2:17][C:16]2[CH:19]=[C:20]([C:23]([OH:25])=[O:24])[CH:21]=[CH:22][C:15]=2[CH2:14][CH2:13]1)=O)(C)(C)C.[CH3:26]O. (4) Given the product [NH2:28][C@@:8]([C:6]1[C:5]([F:35])=[C:4]([Si:36]([CH2:41][CH3:42])([CH2:39][CH3:40])[CH2:37][CH3:38])[CH:3]=[C:2]([Br:1])[N:7]=1)([CH3:27])[CH2:9][S:10]([C:22]([CH3:24])([CH3:23])[C:25]#[N:26])(=[N:12][CH2:13][CH2:14][OH:15])=[O:11], predict the reactants needed to synthesize it. The reactants are: [Br:1][C:2]1[N:7]=[C:6]([C@:8]([NH:28][S@@](C(C)(C)C)=O)([CH3:27])[CH2:9][S:10]([C:22]([C:25]#[N:26])([CH3:24])[CH3:23])(=[N:12][CH2:13][CH2:14][O:15]C2CCCCO2)=[O:11])[C:5]([F:35])=[C:4]([Si:36]([CH2:41][CH3:42])([CH2:39][CH3:40])[CH2:37][CH3:38])[CH:3]=1.Cl.C(=O)([O-])[O-].[Na+].[Na+]. (5) Given the product [Cl:26][C:27]1[C:28]([CH2:33][NH:34][C:22]([C@H:19]2[CH2:18][N:14]3[C:15](=[O:17])[CH2:16][N:11]([C:9]([O:8][CH2:1][C:2]4[CH:3]=[CH:4][CH:5]=[CH:6][CH:7]=4)=[O:10])[CH2:12][C@@H:13]3[CH2:21][CH2:20]2)=[O:23])=[N:29][CH:30]=[CH:31][N:32]=1, predict the reactants needed to synthesize it. The reactants are: [CH2:1]([O:8][C:9]([N:11]1[CH2:16][C:15](=[O:17])[N:14]2[CH2:18][C@H:19]([C:22](O)=[O:23])[CH2:20][CH2:21][C@H:13]2[CH2:12]1)=[O:10])[C:2]1[CH:7]=[CH:6][CH:5]=[CH:4][CH:3]=1.Cl.[Cl:26][C:27]1[C:28]([CH2:33][NH2:34])=[N:29][CH:30]=[CH:31][N:32]=1.CN(C(ON1N=NC2C=CC=NC1=2)=[N+](C)C)C.F[P-](F)(F)(F)(F)F.O. (6) Given the product [CH3:18][O:17][CH2:16][CH2:15][N:7]1[C:8]2=[C:9]([CH3:14])[N:10]=[CH:11][CH:12]=[C:13]2[C:5]([C:3]([OH:4])=[O:22])=[CH:6]1, predict the reactants needed to synthesize it. The reactants are: FC(F)(F)[C:3]([C:5]1[C:13]2[C:8](=[C:9]([CH3:14])[N:10]=[CH:11][CH:12]=2)[N:7]([CH2:15][CH2:16][O:17][CH3:18])[CH:6]=1)=[O:4].Cl.[OH-:22].[Na+]. (7) Given the product [CH3:1][N:2]([CH2:18][C:19](=[O:34])[NH:20][C:21]1[CH:22]=[CH:23][C:24]([O:27][C:28]2[CH:29]=[CH:30][CH:31]=[CH:32][CH:33]=2)=[CH:25][CH:26]=1)[CH2:3][CH2:4][CH2:5][N:6]([CH2:7][C:8]1[CH:9]=[CH:10][C:11]([C:12]([O:14][CH3:15])=[O:13])=[CH:16][CH:17]=1)[CH2:35][C:37]1[NH:38][CH:39]=[CH:40][CH:41]=1, predict the reactants needed to synthesize it. The reactants are: [CH3:1][N:2]([CH2:18][C:19](=[O:34])[NH:20][C:21]1[CH:26]=[CH:25][C:24]([O:27][C:28]2[CH:33]=[CH:32][CH:31]=[CH:30][CH:29]=2)=[CH:23][CH:22]=1)[CH2:3][CH2:4][CH2:5][NH:6][CH2:7][C:8]1[CH:17]=[CH:16][C:11]([C:12]([O:14][CH3:15])=[O:13])=[CH:10][CH:9]=1.[CH:35]([C:37]1[NH:38][CH:39]=[CH:40][CH:41]=1)=O.C(O)(=O)C.C(O[BH-](OC(=O)C)OC(=O)C)(=O)C.[Na+].